Regression. Given a peptide amino acid sequence and an MHC pseudo amino acid sequence, predict their binding affinity value. This is MHC class II binding data. From a dataset of Peptide-MHC class II binding affinity with 134,281 pairs from IEDB. The peptide sequence is ECKYFAATQFEPLAA. The MHC is HLA-DPA10201-DPB10501 with pseudo-sequence HLA-DPA10201-DPB10501. The binding affinity (normalized) is 0.645.